This data is from Reaction yield outcomes from USPTO patents with 853,638 reactions. The task is: Predict the reaction yield, written as a fraction of the theoretical maximum amount of product (1.0 means a 100% yield; for example, 0.34 means a 34% yield). (1) The reactants are [N+:1]([C:4]1[CH:5]=[N:6][CH:7]=[CH:8][C:9]=1[CH2:10][CH2:11][OH:12])([O-])=O. The catalyst is CO.[H][H].[Pd]. The product is [NH2:1][C:4]1[CH:5]=[N:6][CH:7]=[CH:8][C:9]=1[CH2:10][CH2:11][OH:12]. The yield is 0.810. (2) The product is [OH:30][C:25]1([C:7]2[CH:6]=[CH:5][CH:4]=[C:3]([CH:8]([CH3:10])[CH3:9])[CH:2]=2)[C:24]2[CH:31]=[C:20]([NH:19][C:17](=[O:18])[CH2:16][C:15]([CH3:35])([CH3:34])[CH3:14])[C:21]([CH3:33])=[C:22]([CH3:32])[C:23]=2[O:27][C:26]1([CH3:28])[CH3:29]. The yield is 0.160. The catalyst is C1COCC1. The reactants are Br[C:2]1[CH:7]=[CH:6][CH:5]=[CH:4][C:3]=1[CH:8]([CH3:10])[CH3:9].[Mg].II.[CH3:14][C:15]([CH3:35])([CH3:34])[CH2:16][C:17]([NH:19][C:20]1[C:21]([CH3:33])=[C:22]([CH3:32])[C:23]2[O:27][C:26]([CH3:29])([CH3:28])[C:25](=[O:30])[C:24]=2[CH:31]=1)=[O:18]. (3) The reactants are [N+:1]([C:4]1[CH:21]=[CH:20][C:7]([CH2:8][N:9]2C(=O)C3C(=CC=CC=3)C2=O)=[CH:6][CH:5]=1)([O-:3])=[O:2].O.NN.O.C1(C)C=CC(S(O)(=O)=O)=CC=1. The catalyst is O1CCCC1.C(OCC)(=O)C. The product is [N+:1]([C:4]1[CH:5]=[CH:6][C:7]([CH2:8][NH2:9])=[CH:20][CH:21]=1)([O-:3])=[O:2]. The yield is 0.390. (4) The reactants are C(Cl)(=O)C.[Br:5][C:6]1[CH:10]=[N:9][N:8]([CH3:11])[C:7]=1[C:12]1[CH:13]=[C:14]([NH:26][C:27](=[O:32])[C:28]([F:31])([F:30])[F:29])[CH:15]=[CH:16][C:17]=1[O:18][CH2:19][C:20]([CH3:25])([N+:22]([O-])=O)[CH3:21]. The catalyst is CO.[Zn]. The product is [NH2:22][C:20]([CH3:25])([CH3:21])[CH2:19][O:18][C:17]1[CH:16]=[CH:15][C:14]([NH:26][C:27](=[O:32])[C:28]([F:31])([F:29])[F:30])=[CH:13][C:12]=1[C:7]1[N:8]([CH3:11])[N:9]=[CH:10][C:6]=1[Br:5]. The yield is 0.830. (5) The reactants are Br[C:2]1[CH:3]=[N:4][C:5]([NH:8][CH2:9][CH2:10][N:11]2[CH2:16][CH2:15][O:14][CH2:13][CH2:12]2)=[N:6][CH:7]=1.[C:17]1(P(C2C=CC=CC=2)C2C=CC=CC=2)C=CC=CC=1.[NH2:36][C:37]1[CH:38]=[CH:39][CH:40]=[C:41]([C:45]#[C:46]C2C=NC(N)=NC=2)[C:42]=1OC.N1CCCCC1. The catalyst is C(Cl)Cl.Cl[Pd](Cl)([P](C1C=CC=CC=1)(C1C=CC=CC=1)C1C=CC=CC=1)[P](C1C=CC=CC=1)(C1C=CC=CC=1)C1C=CC=CC=1.C(OCC)C.O. The product is [NH2:36][C:37]1[CH:38]=[CH:39][C:40]([CH3:17])=[C:41]([C:45]#[C:46][C:2]2[CH:3]=[N:4][C:5]([NH:8][CH2:9][CH2:10][N:11]3[CH2:16][CH2:15][O:14][CH2:13][CH2:12]3)=[N:6][CH:7]=2)[CH:42]=1. The yield is 0.770.